From a dataset of Reaction yield outcomes from USPTO patents with 853,638 reactions. Predict the reaction yield, written as a fraction of the theoretical maximum amount of product (1.0 means a 100% yield; for example, 0.34 means a 34% yield). (1) No catalyst specified. The reactants are COC1C=CC(C[N:8](CC2C=CC(OC)=CC=2)[C:9]2[N:13](CC3C=CC(OC)=CC=3)[N:12]=[C:11]([NH:23][C:24]3[CH:31]=[CH:30][C:27]([C:28]#[N:29])=[CH:26][CH:25]=3)[N:10]=2)=CC=1.C(O)(C(F)(F)F)=O. The yield is 0.470. The product is [NH2:8][C:9]1[NH:13][N:12]=[C:11]([NH:23][C:24]2[CH:25]=[CH:26][C:27]([C:28]#[N:29])=[CH:30][CH:31]=2)[N:10]=1. (2) The reactants are C[O:2][C:3](=[O:16])[CH2:4][C:5]1[CH:6]=[C:7]2[C:12](=[CH:13][CH:14]=1)[N:11]=[CH:10][C:9]([Br:15])=[CH:8]2.[OH-].[Na+]. No catalyst specified. The product is [Br:15][C:9]1[CH:10]=[N:11][C:12]2[C:7]([CH:8]=1)=[CH:6][C:5]([CH2:4][C:3]([OH:16])=[O:2])=[CH:14][CH:13]=2. The yield is 0.735. (3) The reactants are [C:1]([O:5][C:6](=[O:35])[N:7]([CH2:11][CH2:12][CH2:13][N:14]1[C:22]([CH2:23][C:24]2[C:32]([I:33])=[CH:31][C:27]3[O:28][CH2:29][O:30][C:26]=3[CH:25]=2)=[N:21][C:20]2[C:15]1=[N:16][CH:17]=[N:18][C:19]=2N)[CH:8]([CH3:10])[CH3:9])([CH3:4])([CH3:3])[CH3:2].N([O-])=[O:37].[Na+]. The catalyst is C(O)(=O)C.O. The product is [C:1]([O:5][C:6](=[O:35])[N:7]([CH2:11][CH2:12][CH2:13][N:14]1[C:22]([CH2:23][C:24]2[C:32]([I:33])=[CH:31][C:27]3[O:28][CH2:29][O:30][C:26]=3[CH:25]=2)=[N:21][C:20]2[C:19](=[O:37])[NH:18][CH:17]=[N:16][C:15]1=2)[CH:8]([CH3:9])[CH3:10])([CH3:4])([CH3:3])[CH3:2]. The yield is 0.160. (4) The reactants are C([O:3][C:4]([C:6]1[NH:7][C:8]([CH:12]=[C:13]2[C:21]3[C:16](=[CH:17][CH:18]=[C:19]([Cl:22])[CH:20]=3)[NH:15][C:14]2=[O:23])=[C:9]([CH3:11])[CH:10]=1)=[O:5])C.[OH-].[K+]. The catalyst is CO.C(O)C. The product is [Cl:22][C:19]1[CH:20]=[C:21]2[C:16](=[CH:17][CH:18]=1)[NH:15][C:14](=[O:23])[C:13]2=[CH:12][C:8]1[NH:7][C:6]([C:4]([OH:5])=[O:3])=[CH:10][C:9]=1[CH3:11]. The yield is 0.700. (5) The reactants are [N:1]1[C:10]2[C:5](=[CH:6][N:7]=[CH:8][CH:9]=2)[CH:4]=[CH:3][C:2]=1[C:11]([OH:13])=O.C(N(CC)CC)C.C(OC(Cl)=O)(C)C.[CH3:28][C:29]1[CH:36]=[CH:35][CH:34]=[CH:33][C:30]=1[CH2:31][NH2:32]. The catalyst is C1COCC1.C(Cl)Cl.CCOC(C)=O. The product is [CH3:28][C:29]1[CH:36]=[CH:35][CH:34]=[CH:33][C:30]=1[CH2:31][NH:32][C:11]([C:2]1[CH:3]=[CH:4][C:5]2[C:10](=[CH:9][CH:8]=[N:7][CH:6]=2)[N:1]=1)=[O:13]. The yield is 0.370. (6) The reactants are Br[CH2:2][C:3]([N:5]([CH2:16][CH2:17][C:18]([O:20][CH2:21][C:22]1[CH:27]=[CH:26][CH:25]=[CH:24][CH:23]=1)=[O:19])[CH2:6][CH2:7][O:8][Si:9]([C:12]([CH3:15])([CH3:14])[CH3:13])([CH3:11])[CH3:10])=[O:4].CCN(CC)CC.[Si:35]([O:42][CH2:43][CH2:44][NH2:45])([C:38]([CH3:41])([CH3:40])[CH3:39])([CH3:37])[CH3:36]. The catalyst is C1COCC1.CCOC(C)=O. The product is [Si:9]([O:8][CH2:7][CH2:6][N:5]([CH2:16][CH2:17][C:18]([O:20][CH2:21][C:22]1[CH:27]=[CH:26][CH:25]=[CH:24][CH:23]=1)=[O:19])[C:3](=[O:4])[CH2:2][NH:45][CH2:44][CH2:43][O:42][Si:35]([CH3:36])([CH3:37])[C:38]([CH3:39])([CH3:40])[CH3:41])([C:12]([CH3:15])([CH3:14])[CH3:13])([CH3:11])[CH3:10]. The yield is 0.600. (7) The reactants are O1CCCCC1[O:7][NH:8][C:9]([C:11]1([S:20]([C:23]2[CH:28]=[CH:27][C:26]([C:29]3[CH:34]=[CH:33][C:32]([CH2:35][CH2:36][C:37]([F:43])([F:42])[C:38]([F:41])([F:40])[F:39])=[CH:31][CH:30]=3)=[CH:25][CH:24]=2)(=[O:22])=[O:21])[CH2:16][CH2:15][N:14]([CH:17]2[CH2:19][CH2:18]2)[CH2:13][CH2:12]1)=[O:10].C(O)C.[ClH:47]. The catalyst is C(OCC)(=O)C.O1CCOCC1. The product is [ClH:47].[CH:17]1([N:14]2[CH2:13][CH2:12][C:11]([S:20]([C:23]3[CH:24]=[CH:25][C:26]([C:29]4[CH:34]=[CH:33][C:32]([CH2:35][CH2:36][C:37]([F:43])([F:42])[C:38]([F:39])([F:40])[F:41])=[CH:31][CH:30]=4)=[CH:27][CH:28]=3)(=[O:22])=[O:21])([C:9]([NH:8][OH:7])=[O:10])[CH2:16][CH2:15]2)[CH2:18][CH2:19]1. The yield is 0.560. (8) The reactants are [CH3:1][O:2][CH2:3][C:4]1[NH:5][C:6]([NH2:9])=[N:7][N:8]=1.[CH3:10][C:11](=O)[CH2:12][CH3:13].C([BH3-])#N.[Na+].O. The catalyst is C(O)(=O)C. The product is [CH3:1][O:2][CH2:3][C:4]1[NH:5][C:6]([NH:9][CH:11]([CH3:10])[CH2:12][CH3:13])=[N:7][N:8]=1. The yield is 0.450. (9) The yield is 0.610. The reactants are Cl[C:2]1[O:3][C:4]2[CH:10]=[CH:9][CH:8]=[CH:7][C:5]=2[N:6]=1.[NH2:11][C:12]1[CH:17]=[CH:16][C:15]([CH2:18][C:19]([O:21][C:22]([CH3:25])([CH3:24])[CH3:23])=[O:20])=[CH:14][C:13]=1[CH3:26]. The product is [O:3]1[C:4]2[CH:10]=[CH:9][CH:8]=[CH:7][C:5]=2[N:6]=[C:2]1[NH:11][C:12]1[CH:17]=[CH:16][C:15]([CH2:18][C:19]([O:21][C:22]([CH3:24])([CH3:23])[CH3:25])=[O:20])=[CH:14][C:13]=1[CH3:26]. The catalyst is C1(C)C(C)=CC=CC=1. (10) The reactants are [Br:1][C:2]1[CH:3]=[CH:4][C:5]([NH:8][C:9]([C:11]2[C:16]([NH:17][C:18]([C:20]3[CH:25]=[CH:24][C:23]([C:26]#[N:27])=[CH:22][CH:21]=3)=[O:19])=[C:15]([O:28][CH3:29])[C:14]([O:30][CH3:31])=[C:13]([O:32][CH3:33])[CH:12]=2)=[O:10])=[N:6][CH:7]=1.Cl.[CH3:35][NH:36][CH2:37][CH2:38]N. The catalyst is CO.C(OCC)(=O)C. The product is [Br:1][C:2]1[CH:3]=[CH:4][C:5]([NH:8][C:9]([C:11]2[C:16]([NH:17][C:18]([C:20]3[CH:25]=[CH:24][C:23]([C:26]4[N:36]([CH3:35])[CH2:37][CH2:38][N:27]=4)=[CH:22][CH:21]=3)=[O:19])=[C:15]([O:28][CH3:29])[C:14]([O:30][CH3:31])=[C:13]([O:32][CH3:33])[CH:12]=2)=[O:10])=[N:6][CH:7]=1. The yield is 0.320.